From a dataset of Forward reaction prediction with 1.9M reactions from USPTO patents (1976-2016). Predict the product of the given reaction. (1) Given the reactants Br[CH2:2][CH:3]1[O:8][C:7]2[CH:9]=[C:10]([S:13]([CH3:16])(=[O:15])=[O:14])[CH:11]=[CH:12][C:6]=2[CH2:5][O:4]1.[NH:17]1[CH2:22][CH2:21][CH2:20][CH2:19][CH2:18]1, predict the reaction product. The product is: [CH3:16][S:13]([C:10]1[CH:11]=[CH:12][C:6]2[CH2:5][O:4][CH:3]([CH2:2][N:17]3[CH2:22][CH2:21][CH2:20][CH2:19][CH2:18]3)[O:8][C:7]=2[CH:9]=1)(=[O:15])=[O:14]. (2) Given the reactants [NH2:1][C@H:2]1[CH2:7][CH2:6][N:5]([C:8]([O:10][C:11]([CH3:14])([CH3:13])[CH3:12])=[O:9])[CH2:4][C@H:3]1[O:15][CH2:16][CH:17]([CH3:19])[CH3:18].[Cl:20][C:21]1[N:22]=[C:23]([C:28](O)=[O:29])[NH:24][C:25]=1[CH2:26][CH3:27].CCN=C=NCCCN(C)C.Cl.C1C=CC2N(O)N=NC=2C=1, predict the reaction product. The product is: [Cl:20][C:21]1[N:22]=[C:23]([C:28]([NH:1][C@H:2]2[CH2:7][CH2:6][N:5]([C:8]([O:10][C:11]([CH3:12])([CH3:13])[CH3:14])=[O:9])[CH2:4][C@H:3]2[O:15][CH2:16][CH:17]([CH3:19])[CH3:18])=[O:29])[NH:24][C:25]=1[CH2:26][CH3:27]. (3) Given the reactants Cl[C:2]1[C:7]2[C:8](=[O:31])[N:9]([C:13]3[CH:18]=[CH:17][C:16]([N:19]4[CH:23]=[CH:22][N:21]([CH2:24][C:25]([O:27][CH2:28][CH3:29])=[O:26])[C:20]4=[O:30])=[CH:15][CH:14]=3)[CH2:10][CH2:11][O:12][C:6]=2[N:5]=[CH:4][N:3]=1.[NH3:32], predict the reaction product. The product is: [NH2:32][C:2]1[C:7]2[C:8](=[O:31])[N:9]([C:13]3[CH:18]=[CH:17][C:16]([N:19]4[CH:23]=[CH:22][N:21]([CH2:24][C:25]([O:27][CH2:28][CH3:29])=[O:26])[C:20]4=[O:30])=[CH:15][CH:14]=3)[CH2:10][CH2:11][O:12][C:6]=2[N:5]=[CH:4][N:3]=1. (4) Given the reactants Cl.[C:2]([C:5]1[CH:6]=[CH:7][C:8]([O:30][CH2:31][CH:32]2[CH2:34][CH2:33]2)=[C:9]([C:11]2[C:12]3[NH:19][C:18]([CH3:20])=[C:17]([C:21]([NH:23][CH:24]4[CH2:29][CH2:28][NH:27][CH2:26][CH2:25]4)=[O:22])[C:13]=3[N:14]=[CH:15][N:16]=2)[CH:10]=1)(=[O:4])[CH3:3].[C:35](Cl)(=[O:38])[CH2:36][CH3:37], predict the reaction product. The product is: [C:2]([C:5]1[CH:6]=[CH:7][C:8]([O:30][CH2:31][CH:32]2[CH2:33][CH2:34]2)=[C:9]([C:11]2[C:12]3[NH:19][C:18]([CH3:20])=[C:17]([C:21]([NH:23][CH:24]4[CH2:29][CH2:28][N:27]([C:35](=[O:38])[CH2:36][CH3:37])[CH2:26][CH2:25]4)=[O:22])[C:13]=3[N:14]=[CH:15][N:16]=2)[CH:10]=1)(=[O:4])[CH3:3]. (5) Given the reactants [CH3:1][O:2][C:3]1[CH:12]=[C:11]([O:13][CH3:14])[CH:10]=[C:9]2[C:4]=1[C:5](=[O:27])[NH:6][C:7]([C:15]1[CH:20]=[CH:19][C:18]([N:21]3[CH2:26][CH2:25][NH:24][CH2:23][CH2:22]3)=[CH:17][CH:16]=1)=[N:8]2.CCN(CC)CC.[C:35](Cl)(=[O:42])[C:36]1[CH:41]=[CH:40][CH:39]=[CH:38][CH:37]=1, predict the reaction product. The product is: [C:35]([N:24]1[CH2:23][CH2:22][N:21]([C:18]2[CH:19]=[CH:20][C:15]([C:7]3[NH:6][C:5](=[O:27])[C:4]4[C:9](=[CH:10][C:11]([O:13][CH3:14])=[CH:12][C:3]=4[O:2][CH3:1])[N:8]=3)=[CH:16][CH:17]=2)[CH2:26][CH2:25]1)(=[O:42])[C:36]1[CH:41]=[CH:40][CH:39]=[CH:38][CH:37]=1. (6) Given the reactants [C:1]([C:3]1[CH:8]=[CH:7][C:6]([N:9]2[CH2:14][CH2:13][CH2:12][C@H:11]([NH:15][C@@H:16]3[CH2:21][CH2:20][CH2:19][CH2:18][C@H:17]3[NH:22][C:23](=[O:35])CC3C4C(=CC=CC=4)N(C)C=3)[CH2:10]2)=[CH:5][CH:4]=1)#[N:2].C(Cl)(=O)[O:37][CH2:38][C:39]1[CH:44]=[CH:43][CH:42]=[CH:41][C:40]=1[Cl:45], predict the reaction product. The product is: [C:1]([C:3]1[CH:4]=[CH:5][C:6]([N:9]2[CH2:14][CH2:13][CH2:12][C@H:11]([NH:15][C@@H:16]3[CH2:21][CH2:20][CH2:19][CH2:18][C@H:17]3[NH:22][C:23](=[O:35])[O:37][CH2:38][C:39]3[CH:44]=[CH:43][CH:42]=[CH:41][C:40]=3[Cl:45])[CH2:10]2)=[CH:7][CH:8]=1)#[N:2]. (7) Given the reactants [Cl:1][C:2]1[CH:15]=[CH:14][C:5]([CH2:6][N:7]2[CH2:12][CH2:11][CH:10]([NH2:13])[CH2:9][CH2:8]2)=[CH:4][C:3]=1[O:16][CH2:17][CH3:18].[CH3:19][O:20][C:21]1[CH:29]=[CH:28][C:24]([C:25](Cl)=[O:26])=[CH:23][CH:22]=1, predict the reaction product. The product is: [Cl:1][C:2]1[CH:15]=[CH:14][C:5]([CH2:6][N:7]2[CH2:12][CH2:11][CH:10]([NH:13][C:25](=[O:26])[C:24]3[CH:28]=[CH:29][C:21]([O:20][CH3:19])=[CH:22][CH:23]=3)[CH2:9][CH2:8]2)=[CH:4][C:3]=1[O:16][CH2:17][CH3:18].